Predict the reactants needed to synthesize the given product. From a dataset of Full USPTO retrosynthesis dataset with 1.9M reactions from patents (1976-2016). (1) The reactants are: Br[C:2]12[CH2:11][C:6]3([CH3:12])[CH2:7][CH:8]([CH2:10][C:4]([CH3:13])([CH2:5]3)[CH2:3]1)[CH2:9]2.C[N:15](C)[CH:16]=[O:17].S(=O)(=O)(O)O.[Cl:24][CH2:25]C#N. Given the product [Cl:24][CH2:25][C:16]([NH:15][C:2]12[CH2:11][C:6]3([CH3:12])[CH2:7][CH:8]([CH2:10][C:4]([CH3:13])([CH2:5]3)[CH2:3]1)[CH2:9]2)=[O:17], predict the reactants needed to synthesize it. (2) The reactants are: [F:1][C:2]([F:15])([F:14])[O:3][C:4]1[CH:5]=[C:6]([CH:11]=[CH:12][CH:13]=1)[C:7]([NH:9][NH2:10])=O.CO[C:18](=[NH:28])[C:19]1[CH:24]=[CH:23][CH:22]=[C:21]([N+:25]([O-:27])=[O:26])[CH:20]=1. Given the product [N+:25]([C:21]1[CH:20]=[C:19]([C:18]2[NH:28][C:7]([C:6]3[CH:11]=[CH:12][CH:13]=[C:4]([O:3][C:2]([F:15])([F:14])[F:1])[CH:5]=3)=[N:9][N:10]=2)[CH:24]=[CH:23][CH:22]=1)([O-:27])=[O:26], predict the reactants needed to synthesize it. (3) Given the product [CH2:26]([C:21]1[CH:22]=[CH:23][CH:24]=[CH:25][C:20]=1[C:18]1[N:17]=[CH:16][N:15]=[C:14]([NH:1][C:2]2[CH:3]=[C:4]([CH2:8][S:9]([NH2:12])(=[O:10])=[O:11])[CH:5]=[CH:6][CH:7]=2)[CH:19]=1)[CH3:27], predict the reactants needed to synthesize it. The reactants are: [NH2:1][C:2]1[CH:3]=[C:4]([CH2:8][S:9]([NH-:12])(=[O:11])=[O:10])[CH:5]=[CH:6][CH:7]=1.Cl[C:14]1[CH:19]=[C:18]([C:20]2[CH:25]=[CH:24][CH:23]=[CH:22][C:21]=2[CH2:26][CH3:27])[N:17]=[CH:16][N:15]=1. (4) Given the product [CH3:34][N:35]([CH3:40])[CH2:36][CH2:1][N:2]([CH3:33])[C:3]([N:5]1[CH:9]([C:10]2[CH:15]=[CH:14][CH:13]=[C:12]([O:16][CH2:17][C:18]3[CH:23]=[CH:22][CH:21]=[CH:20][CH:19]=3)[CH:11]=2)[CH:8]2[CH2:24][O:25][C:26]3[CH:27]=[CH:28][C:29]([F:32])=[CH:30][C:31]=3[C:7]2=[N:6]1)=[O:4], predict the reactants needed to synthesize it. The reactants are: [CH3:1][N:2]([CH3:33])[C:3]([N:5]1[CH:9]([C:10]2[CH:15]=[CH:14][CH:13]=[C:12]([O:16][CH2:17][C:18]3[CH:23]=[CH:22][CH:21]=[CH:20][CH:19]=3)[CH:11]=2)[CH:8]2[CH2:24][O:25][C:26]3[CH:27]=[CH:28][C:29]([F:32])=[CH:30][C:31]=3[C:7]2=[N:6]1)=[O:4].[CH3:34][N:35]([CH3:40])[CH2:36]CNC.